From a dataset of Peptide-MHC class II binding affinity with 134,281 pairs from IEDB. Regression. Given a peptide amino acid sequence and an MHC pseudo amino acid sequence, predict their binding affinity value. This is MHC class II binding data. (1) The peptide sequence is EKKYFAATQGEPLAA. The MHC is HLA-DQA10101-DQB10501 with pseudo-sequence HLA-DQA10101-DQB10501. The binding affinity (normalized) is 0.143. (2) The peptide sequence is SQDLELSWNINGLQAY. The MHC is DRB1_1302 with pseudo-sequence DRB1_1302. The binding affinity (normalized) is 0.714. (3) The peptide sequence is HVSCRVKLSALTLKG. The MHC is DRB1_0901 with pseudo-sequence DRB1_0901. The binding affinity (normalized) is 0.631. (4) The peptide sequence is KFTVFEAAFNKAIKE. The MHC is DRB1_1302 with pseudo-sequence DRB1_1302. The binding affinity (normalized) is 0.728. (5) The peptide sequence is YDKFLANVSTVLTGA. The MHC is DRB1_0802 with pseudo-sequence DRB1_0802. The binding affinity (normalized) is 0.672. (6) The peptide sequence is QTYSKFDTNSHNDDA. The MHC is DRB1_0802 with pseudo-sequence DRB1_0802. The binding affinity (normalized) is 0.244.